From a dataset of Forward reaction prediction with 1.9M reactions from USPTO patents (1976-2016). Predict the product of the given reaction. (1) Given the reactants [Cl:1][C:2]1[CH:7]=[CH:6][C:5]([CH:8]2[CH2:13][CH2:12][CH2:11][NH:10][CH2:9]2)=[CH:4][CH:3]=1.[CH:14](=O)[C:15]1[CH:20]=[CH:19][CH:18]=[CH:17][CH:16]=1.[BH3-]C#N.[Na+], predict the reaction product. The product is: [CH2:14]([N:10]1[CH2:11][CH2:12][CH2:13][CH:8]([C:5]2[CH:4]=[CH:3][C:2]([Cl:1])=[CH:7][CH:6]=2)[CH2:9]1)[C:15]1[CH:20]=[CH:19][CH:18]=[CH:17][CH:16]=1. (2) Given the reactants [CH:1]([C:3]1[C:4]([CH3:20])=[C:5]([NH:9][C:10](=[O:19])[O:11][CH2:12][C:13]2[CH:18]=[CH:17][CH:16]=[CH:15][CH:14]=2)[CH:6]=[CH:7][CH:8]=1)=O.[N+:21]([CH2:24][CH3:25])([O-:23])=[O:22].C([O-])(=O)C.[NH4+], predict the reaction product. The product is: [CH3:20][C:4]1[C:3](/[CH:1]=[C:24](/[N+:21]([O-:23])=[O:22])\[CH3:25])=[CH:8][CH:7]=[CH:6][C:5]=1[NH:9][C:10](=[O:19])[O:11][CH2:12][C:13]1[CH:18]=[CH:17][CH:16]=[CH:15][CH:14]=1.